Predict the product of the given reaction. From a dataset of Forward reaction prediction with 1.9M reactions from USPTO patents (1976-2016). Given the reactants [CH3:1][C:2]1[CH:6]=[CH:5][N:4]([C:7]2[C:8](=[O:33])[NH:9][C:10](=[O:32])[N:11]([CH2:13][CH2:14][CH2:15][N:16]3[CH2:21][C@H:20]4[C@:18]([C:22]5[CH:27]=[CH:26][C:25]([C:28]([F:31])([F:30])[F:29])=[CH:24][CH:23]=5)([CH2:19]4)[CH2:17]3)[CH:12]=2)[N:3]=1.[ClH:34].CO, predict the reaction product. The product is: [ClH:34].[ClH:34].[CH3:1][C:2]1[CH:6]=[CH:5][N:4]([C:7]2[C:8](=[O:33])[NH:9][C:10](=[O:32])[N:11]([CH2:13][CH2:14][CH2:15][N:16]3[CH2:21][C@H:20]4[C@:18]([C:22]5[CH:27]=[CH:26][C:25]([C:28]([F:31])([F:30])[F:29])=[CH:24][CH:23]=5)([CH2:19]4)[CH2:17]3)[CH:12]=2)[N:3]=1.